From a dataset of Catalyst prediction with 721,799 reactions and 888 catalyst types from USPTO. Predict which catalyst facilitates the given reaction. Reactant: [Cl-].[Mg+2].[Cl-].[CH2:4]([O:6][C:7](=[O:21])[C:8](=O)[CH2:9][N:10]1[C:19]2[C:14](=[CH:15][CH:16]=[CH:17][CH:18]=2)[CH2:13][CH2:12][CH2:11]1)[CH3:5]. Product: [CH2:4]([O:6][C:7]([C:8]1[C:18]2=[C:19]3[C:14](=[CH:15][CH:16]=[CH:17]2)[CH2:13][CH2:12][CH2:11][N:10]3[CH:9]=1)=[O:21])[CH3:5]. The catalyst class is: 141.